From a dataset of Forward reaction prediction with 1.9M reactions from USPTO patents (1976-2016). Predict the product of the given reaction. (1) Given the reactants [Cl:1][C:2]1[CH:27]=[CH:26][CH:25]=[C:24]([C:28]([F:31])([F:30])[F:29])[C:3]=1[CH2:4][N:5]1[C:13]2[C:8](=[C:9]([F:22])[CH:10]=[C:11]([C:14]([N:16]3[CH2:19][CH:18]([O:20][CH3:21])[CH2:17]3)=[O:15])[CH:12]=2)[C:7](I)=[N:6]1.C([O-])([O-])=O.[Na+].[Na+].[F:38][C:39]1[C:40](B2OC(C)(C)C(C)(C)O2)=[CH:41][C:42]([O:49][CH3:50])=[C:43]([CH:48]=1)[C:44]([O:46][CH3:47])=[O:45], predict the reaction product. The product is: [Cl:1][C:2]1[CH:27]=[CH:26][CH:25]=[C:24]([C:28]([F:31])([F:30])[F:29])[C:3]=1[CH2:4][N:5]1[C:13]2[C:8](=[C:9]([F:22])[CH:10]=[C:11]([C:14]([N:16]3[CH2:19][CH:18]([O:20][CH3:21])[CH2:17]3)=[O:15])[CH:12]=2)[C:7]([C:40]2[C:39]([F:38])=[CH:48][C:43]([C:44]([O:46][CH3:47])=[O:45])=[C:42]([O:49][CH3:50])[CH:41]=2)=[N:6]1. (2) Given the reactants [C:9](O[C:9]([O:11][C:12]([CH3:15])([CH3:14])[CH3:13])=[O:10])([O:11][C:12]([CH3:15])([CH3:14])[CH3:13])=[O:10].[Br:16][C:17]1[CH:18]=[C:19]([C@@:22]23[N:31]=[C:30]([NH:32][C:33](=[O:40])[C:34]4[CH:39]=[CH:38][CH:37]=[CH:36][CH:35]=4)[S:29][CH2:28][C@@H:27]2[CH2:26][O:25][CH2:24][CH2:23]3)[S:20][CH:21]=1, predict the reaction product. The product is: [C:12]([O:11][C:9]([N:32]([C:30]1[S:29][CH2:28][C@H:27]2[C@:22]([C:19]3[S:20][CH:21]=[C:17]([Br:16])[CH:18]=3)([CH2:23][CH2:24][O:25][CH2:26]2)[N:31]=1)[C:33](=[O:40])[C:34]1[CH:35]=[CH:36][CH:37]=[CH:38][CH:39]=1)=[O:10])([CH3:13])([CH3:14])[CH3:15]. (3) Given the reactants C(OC1C=CC(N2CCN(CCCC3CCCCC3)CC2)=CC=1Cl)C1C=CC=CC=1.C([O:38][C:39]1[CH:44]=[CH:43][C:42]([N:45]2[CH2:50][CH2:49][N:48]([CH2:51][CH2:52][C:53]3[CH:58]=[CH:57][C:56]([Cl:59])=[CH:55][CH:54]=3)[CH2:47][CH2:46]2)=[CH:41][C:40]=1[F:60])C1C=CC=CC=1, predict the reaction product. The product is: [Cl:59][C:56]1[CH:57]=[CH:58][C:53]([CH2:52][CH2:51][N:48]2[CH2:47][CH2:46][N:45]([C:42]3[CH:43]=[CH:44][C:39]([OH:38])=[C:40]([F:60])[CH:41]=3)[CH2:50][CH2:49]2)=[CH:54][CH:55]=1. (4) Given the reactants [Cl:1][C:2]1[C:7]2[C:8](=[O:22])[N:9]([CH2:11][C:12]3[CH:17]=[CH:16][C:15]([O:18][CH3:19])=[CH:14][C:13]=3[O:20][CH3:21])[CH2:10][C:6]=2[C:5]([F:23])=[C:4](Cl)[N:3]=1.Cl.[NH2:26][C@@H:27]([CH2:32][CH:33]([CH3:35])[CH3:34])[C:28]([O:30][CH3:31])=[O:29].C(N(C)C(C)C)(C)C, predict the reaction product. The product is: [Cl:1][C:2]1[C:7]2[C:8](=[O:22])[N:9]([CH2:11][C:12]3[CH:17]=[CH:16][C:15]([O:18][CH3:19])=[CH:14][C:13]=3[O:20][CH3:21])[CH2:10][C:6]=2[C:5]([F:23])=[C:4]([NH:26][C@H:27]([CH2:32][CH:33]([CH3:35])[CH3:34])[C:28]([O:30][CH3:31])=[O:29])[N:3]=1. (5) Given the reactants [CH:1]1[C:10]2[C:5](=[CH:6][CH:7]=[CH:8][CH:9]=2)[CH:4]=[CH:3][C:2]=1[CH2:11][O:12][CH:13]1[CH:18]([C:19]2[CH:24]=[CH:23][N:22]([CH2:25][CH2:26][O:27][C:28]3[CH:33]=[CH:32][CH:31]=[CH:30][CH:29]=3)[C:21](=[O:34])[CH:20]=2)[CH2:17][CH2:16][N:15](C(OC(C)(C)C)=O)[CH2:14]1.C(=O)([O-])[O-].[Na+].[Na+], predict the reaction product. The product is: [CH:1]1[C:10]2[C:5](=[CH:6][CH:7]=[CH:8][CH:9]=2)[CH:4]=[CH:3][C:2]=1[CH2:11][O:12][CH:13]1[CH:18]([C:19]2[CH:24]=[CH:23][N:22]([CH2:25][CH2:26][O:27][C:28]3[CH:29]=[CH:30][CH:31]=[CH:32][CH:33]=3)[C:21](=[O:34])[CH:20]=2)[CH2:17][CH2:16][NH:15][CH2:14]1. (6) Given the reactants [CH2:1]([O:8][C:9]([NH:11][C@H:12]([C:24]([NH:26][CH2:27][CH2:28][CH:29](OCC)[O:30]CC)=[O:25])[CH2:13][C:14]([O:16][CH2:17][C:18]1[CH:23]=[CH:22][CH:21]=[CH:20][CH:19]=1)=[O:15])=[O:10])[C:2]1[CH:7]=[CH:6][CH:5]=[CH:4][CH:3]=1.Cl, predict the reaction product. The product is: [CH2:1]([O:8][C:9]([NH:11][C@H:12]([C:24](=[O:25])[NH:26][CH2:27][CH2:28][CH:29]=[O:30])[CH2:13][C:14]([O:16][CH2:17][C:18]1[CH:23]=[CH:22][CH:21]=[CH:20][CH:19]=1)=[O:15])=[O:10])[C:2]1[CH:7]=[CH:6][CH:5]=[CH:4][CH:3]=1.